From a dataset of Catalyst prediction with 721,799 reactions and 888 catalyst types from USPTO. Predict which catalyst facilitates the given reaction. Reactant: [CH3:1][C:2]1[CH:10]=[CH:9][C:5]2[O:6][CH:7]=[CH:8][C:4]=2[CH:3]=1.[Br:11]N1C(=O)CCC1=O.BrCC1C=CC2SC=CC=2C=1.CC1C=CC2SC=CC=2C=1. Product: [Br:11][CH2:1][C:2]1[CH:10]=[CH:9][C:5]2[O:6][CH:7]=[CH:8][C:4]=2[CH:3]=1. The catalyst class is: 53.